This data is from hERG Central: cardiac toxicity at 1µM, 10µM, and general inhibition. The task is: Predict hERG channel inhibition at various concentrations. (1) The compound is CC(C)c1ccc(OCCCCN2CCCCC2)cc1.O=C(O)C(=O)O. Results: hERG_inhib (hERG inhibition (general)): blocker. (2) The drug is O=C(CN1CCN(C(=O)COc2cccc(F)c2)CC1)Nc1ccc(Cl)c(C(F)(F)F)c1. Results: hERG_inhib (hERG inhibition (general)): blocker.